This data is from Forward reaction prediction with 1.9M reactions from USPTO patents (1976-2016). The task is: Predict the product of the given reaction. (1) The product is: [Cl:24][CH2:25][C:26]([NH:13][C:9]1[C:10]([CH3:12])=[CH:11][C:6]([O:5][CH2:1][CH2:2][CH2:3][CH3:4])=[CH:7][C:8]=1[CH3:14])=[O:27]. Given the reactants [CH2:1]([O:5][C:6]1[CH:11]=[C:10]([CH3:12])[C:9]([NH2:13])=[C:8]([CH3:14])[CH:7]=1)[CH2:2][CH2:3][CH3:4].C(N(C(C)C)CC)(C)C.[Cl:24][CH2:25][C:26](Cl)=[O:27], predict the reaction product. (2) Given the reactants [C:1]([C:4]1[CH:5]=[C:6]([F:30])[C:7]([NH:12][C@H:13]2[CH2:18][CH2:17][C@H:16]([NH:19]C(=O)OCC3C=CC=CC=3)[CH2:15][CH2:14]2)=[N:8][C:9]=1[O:10][CH3:11])(=[O:3])[NH2:2], predict the reaction product. The product is: [NH2:19][C@H:16]1[CH2:17][CH2:18][C@H:13]([NH:12][C:7]2[C:6]([F:30])=[CH:5][C:4]([C:1]([NH2:2])=[O:3])=[C:9]([O:10][CH3:11])[N:8]=2)[CH2:14][CH2:15]1.